Dataset: Full USPTO retrosynthesis dataset with 1.9M reactions from patents (1976-2016). Task: Predict the reactants needed to synthesize the given product. (1) Given the product [O:9]=[C:4]1[C:3]([CH2:2][NH:1][C:23]([CH:19]2[CH2:22][CH2:21][CH2:20]2)=[O:24])=[N:8][N:7]=[CH:6][NH:5]1, predict the reactants needed to synthesize it. The reactants are: [NH2:1][CH2:2][C:3]1[C:4](=[O:9])[NH:5][CH:6]=[N:7][N:8]=1.C(N(CC)C(C)C)(C)C.[CH:19]1([C:23](Cl)=[O:24])[CH2:22][CH2:21][CH2:20]1. (2) The reactants are: [OH:1][C:2]1[CH:9]=[CH:8][C:7]([C:10]([F:13])([F:12])[F:11])=[CH:6][C:3]=1[CH:4]=[O:5].CC(=CC)C.P([O-])(O)(O)=[O:20].[Na+].Cl([O-])=O.[Na+]. Given the product [OH:1][C:2]1[CH:9]=[CH:8][C:7]([C:10]([F:11])([F:12])[F:13])=[CH:6][C:3]=1[C:4]([OH:20])=[O:5], predict the reactants needed to synthesize it. (3) Given the product [Br-:1].[OH:32][C:21]([C:22]1[S:23][CH:24]=[CH:25][CH:26]=1)([C:27]1[S:28][CH:29]=[CH:30][CH:31]=1)[C:20]([O:19][C@@H:13]1[CH:14]2[CH2:17][CH2:18][N+:11]([CH2:2][C:3](=[O:4])[NH:5][C:6]3[CH:10]=[CH:9][O:8][N:7]=3)([CH2:16][CH2:15]2)[CH2:12]1)=[O:33], predict the reactants needed to synthesize it. The reactants are: [Br:1][CH2:2][C:3]([NH:5][C:6]1[CH:10]=[CH:9][O:8][N:7]=1)=[O:4].[N:11]12[CH2:18][CH2:17][CH:14]([CH2:15][CH2:16]1)[C@@H:13]([O:19][C:20](=[O:33])[C:21]([OH:32])([C:27]1[S:28][CH:29]=[CH:30][CH:31]=1)[C:22]1[S:23][CH:24]=[CH:25][CH:26]=1)[CH2:12]2. (4) Given the product [CH2:1]([C:3]1[S:26][C:6]2[N:7]([CH2:11][C:12]3[CH:17]=[CH:16][C:15]([C:18]4[C:19]([C:24]#[N:25])=[CH:20][CH:21]=[CH:22][CH:23]=4)=[CH:14][CH:13]=3)[C:8](=[O:10])[N:9]([CH2:28][CH2:29][C:30]3[CH:35]=[CH:34][CH:33]=[CH:32][CH:31]=3)[C:5]=2[CH:4]=1)[CH3:2], predict the reactants needed to synthesize it. The reactants are: [CH2:1]([C:3]1[S:26][C:6]2[N:7]([CH2:11][C:12]3[CH:17]=[CH:16][C:15]([C:18]4[C:19]([C:24]#[N:25])=[CH:20][CH:21]=[CH:22][CH:23]=4)=[CH:14][CH:13]=3)[C:8](=[O:10])[NH:9][C:5]=2[CH:4]=1)[CH3:2].Br[CH2:28][CH2:29][C:30]1[CH:35]=[CH:34][CH:33]=[CH:32][CH:31]=1.CN(C)C=O.[H-].[Na+]. (5) Given the product [CH3:1][O:2][C:3]1[CH:8]=[CH:7][C:6]([C:9]([NH:24][C:25]2[CH2:26][O:27][C:28]([CH3:52])([CH3:51])[C:29]([F:49])([F:50])[C@:30]([C:33]3[CH:38]=[C:37]([C:54]4[S:55][C:56]5[CH:62]=[C:61]([Cl:63])[CH:60]=[CH:59][C:57]=5[N:58]=4)[CH:36]=[CH:35][C:34]=3[F:48])([CH3:32])[N:31]=2)([C:16]2[CH:17]=[CH:18][C:19]([O:22][CH3:23])=[CH:20][CH:21]=2)[C:10]2[CH:11]=[CH:12][CH:13]=[CH:14][CH:15]=2)=[CH:5][CH:4]=1, predict the reactants needed to synthesize it. The reactants are: [CH3:1][O:2][C:3]1[CH:8]=[CH:7][C:6]([C:9]([NH:24][C:25]2[CH2:26][O:27][C:28]([CH3:52])([CH3:51])[C:29]([F:50])([F:49])[C@:30]([C:33]3[CH:38]=[C:37](B4OC(C)(C)C(C)(C)O4)[CH:36]=[CH:35][C:34]=3[F:48])([CH3:32])[N:31]=2)([C:16]2[CH:21]=[CH:20][C:19]([O:22][CH3:23])=[CH:18][CH:17]=2)[C:10]2[CH:15]=[CH:14][CH:13]=[CH:12][CH:11]=2)=[CH:5][CH:4]=1.Cl[C:54]1[S:55][C:56]2[CH:62]=[C:61]([Cl:63])[CH:60]=[CH:59][C:57]=2[N:58]=1. (6) Given the product [CH3:23][O:24][C:25]1[CH:26]=[C:27]([C:34]2[CH:38]=[CH:37][N:36]([CH2:39][CH2:40][NH:41][C:7]([C:5]3[CH:6]=[C:2]([CH3:1])[NH:3][N:4]=3)=[O:9])[N:35]=2)[CH:28]=[CH:29][C:30]=1[N+:31]([O-:33])=[O:32], predict the reactants needed to synthesize it. The reactants are: [CH3:1][C:2]1[CH:6]=[C:5]([C:7]([OH:9])=O)[NH:4][N:3]=1.C1C=CC2N(O)N=NC=2C=1.N=C=N.[CH3:23][O:24][C:25]1[CH:26]=[C:27]([C:34]2[CH:38]=[CH:37][N:36]([CH2:39][CH2:40][NH2:41])[N:35]=2)[CH:28]=[CH:29][C:30]=1[N+:31]([O-:33])=[O:32]. (7) Given the product [F:1][C:2]1[CH:29]=[CH:28][C:5]([CH2:6][N:7]2[C:11]3=[N:12][C:13]([CH3:27])=[C:14]([CH2:23][OH:24])[C:15]([C:16]4[CH:21]=[CH:20][C:19]([CH3:22])=[CH:18][CH:17]=4)=[C:10]3[CH:9]=[CH:8]2)=[CH:4][CH:3]=1, predict the reactants needed to synthesize it. The reactants are: [F:1][C:2]1[CH:29]=[CH:28][C:5]([CH2:6][N:7]2[C:11]3=[N:12][C:13]([CH3:27])=[C:14]([C:23](OC)=[O:24])[C:15]([C:16]4[CH:21]=[CH:20][C:19]([CH3:22])=[CH:18][CH:17]=4)=[C:10]3[CH:9]=[CH:8]2)=[CH:4][CH:3]=1.[H-].[H-].[H-].[H-].[Li+].[Al+3].O.[OH-].[Na+].